This data is from Reaction yield outcomes from USPTO patents with 853,638 reactions. The task is: Predict the reaction yield, written as a fraction of the theoretical maximum amount of product (1.0 means a 100% yield; for example, 0.34 means a 34% yield). (1) The product is [C:26]([O:30][C:31]([N:33]1[C:37]2[CH:38]=[CH:39][CH:40]=[CH:41][C:36]=2[N:35]=[C:34]1[CH2:42][N:14]([C@H:11]1[CH2:12][CH2:13][C@H:8]([NH:7][C:6]([O:5][C:1]([CH3:4])([CH3:2])[CH3:3])=[O:25])[CH2:9][CH2:10]1)[CH:15]1[C:24]2[N:23]=[CH:22][CH:21]=[CH:20][C:19]=2[CH2:18][CH2:17][CH2:16]1)=[O:32])([CH3:29])([CH3:28])[CH3:27]. The reactants are [C:1]([O:5][C:6](=[O:25])[NH:7][C@H:8]1[CH2:13][CH2:12][C@H:11]([NH:14][C@@H:15]2[C:24]3[N:23]=[CH:22][CH:21]=[CH:20][C:19]=3[CH2:18][CH2:17][CH2:16]2)[CH2:10][CH2:9]1)([CH3:4])([CH3:3])[CH3:2].[C:26]([O:30][C:31]([N:33]1[C:37]2[CH:38]=[CH:39][CH:40]=[CH:41][C:36]=2[N:35]=[C:34]1[CH2:42]Cl)=[O:32])([CH3:29])([CH3:28])[CH3:27].C(N(C(C)C)CC)(C)C.[I-].[K+]. The yield is 0.560. The catalyst is C(#N)C. (2) The reactants are [Cl:1][C:2]1[CH:3]=[C:4]([NH:10][C@H:11]([C:15]([OH:17])=O)[CH:12]([CH3:14])[CH3:13])[CH:5]=[CH:6][C:7]=1[C:8]#[N:9].[CH3:18][C:19]1(C)OC(=O)CC(=O)[O:20]1.S([O-])(O)(=O)=O.[K+]. The catalyst is CN(C1C=CN=CC=1)C.O1CCCC1. The product is [Cl:1][C:2]1[CH:3]=[C:4]([N:10]2[C:19](=[O:20])[CH:18]=[C:15]([OH:17])[CH:11]2[CH:12]([CH3:13])[CH3:14])[CH:5]=[CH:6][C:7]=1[C:8]#[N:9]. The yield is 0.110. (3) The reactants are [NH:1]1[C:9]2[C:4](=[CH:5][C:6]([C:10]#[N:11])=[CH:7][CH:8]=2)[CH:3]=[CH:2]1.O. The catalyst is C(#N)C. The product is [CH:5]1[C:6]([C:10]#[N:11])=[CH:7][CH:8]=[C:9]2[C:4]=1[C:3]1[C:2]([NH:1]2)=[C:2]2[NH:1][C:9]3[CH:8]=[CH:7][C:6]([C:10]#[N:11])=[CH:5][C:4]=3[C:3]2=[C:2]2[NH:1][C:9]3[CH:8]=[CH:7][C:6]([C:10]#[N:11])=[CH:5][C:4]=3[C:3]=12. The yield is 0.860. (4) The reactants are [NH:1]([C:3]1[CH:4]=[C:5]([CH:11]=[CH:12][C:13]=1[CH3:14])[C:6]([NH:8][O:9][CH3:10])=[O:7])[NH2:2].[I:15][C:16]1[CH:17]=[C:18]([CH:32]=[CH:33][CH:34]=1)[C:19]([C:21](=[CH:24]NC1C=CC=CC=1)[C:22]#[N:23])=[O:20].CCOC(C)=O. The catalyst is CCO. The product is [NH2:23][C:22]1[N:1]([C:3]2[CH:4]=[C:5]([CH:11]=[CH:12][C:13]=2[CH3:14])[C:6]([NH:8][O:9][CH3:10])=[O:7])[N:2]=[CH:24][C:21]=1[C:19](=[O:20])[C:18]1[CH:32]=[CH:33][CH:34]=[C:16]([I:15])[CH:17]=1. The yield is 0.550. (5) The reactants are [CH3:1][NH:2][C@@H:3]([CH2:6][C:7]1[CH:12]=[CH:11][CH:10]=[CH:9][CH:8]=1)[CH2:4][OH:5].C(=O)([O-])[O-].[K+].[K+].Br[CH2:20][C:21]#[CH:22].O. The catalyst is C1COCC1. The product is [CH3:1][N:2]([CH2:22][C:21]#[CH:20])[C@@H:3]([CH2:6][C:7]1[CH:12]=[CH:11][CH:10]=[CH:9][CH:8]=1)[CH2:4][OH:5]. The yield is 0.470. (6) The reactants are [O:1]1[CH:5]=[CH:4][CH:3]=[C:2]1[C:6](Cl)=[O:7].[Cl:9][C:10]1[CH:11]=[C:12]2[C:17](=[CH:18][CH:19]=1)[N:16]([CH3:20])[C:15](=[O:21])[C:14]([C:22]#[N:23])=[C:13]2[N:24]1[CH2:29][CH2:28][NH:27][CH2:26][CH2:25]1. The catalyst is N1C=CC=CC=1. The product is [Cl:9][C:10]1[CH:11]=[C:12]2[C:17](=[CH:18][CH:19]=1)[N:16]([CH3:20])[C:15](=[O:21])[C:14]([C:22]#[N:23])=[C:13]2[N:24]1[CH2:25][CH2:26][N:27]([C:6]([C:2]2[O:1][CH:5]=[CH:4][CH:3]=2)=[O:7])[CH2:28][CH2:29]1. The yield is 0.680. (7) The reactants are Br[C:2]1[CH:7]=[C:6]([O:8][CH3:9])[CH:5]=[C:4]([O:10][CH3:11])[CH:3]=1.[Mg].Cl[P:14]([C:23]1[CH:28]=[C:27]([CH3:29])[CH:26]=[C:25]([CH3:30])[CH:24]=1)[C:15]1[CH:20]=[C:19]([CH3:21])[CH:18]=[C:17]([CH3:22])[CH:16]=1.[OH:31]O. The catalyst is C1COCC1.II.O. The product is [CH3:11][O:10][C:4]1[CH:3]=[C:2]([P:14](=[O:31])([C:23]2[CH:28]=[C:27]([CH3:29])[CH:26]=[C:25]([CH3:30])[CH:24]=2)[C:15]2[CH:20]=[C:19]([CH3:21])[CH:18]=[C:17]([CH3:22])[CH:16]=2)[CH:7]=[C:6]([O:8][CH3:9])[CH:5]=1. The yield is 0.880. (8) The reactants are [OH:1][C:2]([C:33]1[S:34][CH:35]=[CH:36][CH:37]=1)([C:28]1[S:29][CH:30]=[CH:31][CH:32]=1)[C:3]([O:5][C@H:6]1[CH2:11][CH2:10][C@H:9]([N:12]([CH2:14][CH2:15][N:16]2[C:20]3[CH:21]=[CH:22][C:23]([CH2:25][OH:26])=[CH:24][C:19]=3[O:18][C:17]2=[O:27])[CH3:13])[CH2:8][CH2:7]1)=[O:4].CC(OI1(OC(C)=O)(OC(C)=O)OC(=O)C2C=CC=CC1=2)=O.C(=O)(O)[O-].[Na+].S([O-])([O-])(=O)=S.[Na+].[Na+]. The catalyst is C(Cl)Cl. The product is [OH:1][C:2]([C:28]1[S:29][CH:30]=[CH:31][CH:32]=1)([C:33]1[S:34][CH:35]=[CH:36][CH:37]=1)[C:3]([O:5][C@H:6]1[CH2:11][CH2:10][C@H:9]([N:12]([CH2:14][CH2:15][N:16]2[C:20]3[CH:21]=[CH:22][C:23]([CH:25]=[O:26])=[CH:24][C:19]=3[O:18][C:17]2=[O:27])[CH3:13])[CH2:8][CH2:7]1)=[O:4]. The yield is 1.00.